This data is from Choline transporter screen with 302,306 compounds. The task is: Binary Classification. Given a drug SMILES string, predict its activity (active/inactive) in a high-throughput screening assay against a specified biological target. (1) The compound is Clc1c(cccc1)/C=N\NC(=O)c1[nH]c2c(cc([N+]([O-])=O)cc2)c(=O)n1. The result is 0 (inactive). (2) The compound is FC(F)(F)C1(OCCCC(C1)CCCO)C(=O)NCCOC. The result is 0 (inactive).